This data is from Full USPTO retrosynthesis dataset with 1.9M reactions from patents (1976-2016). The task is: Predict the reactants needed to synthesize the given product. (1) Given the product [Br:11][C:6]1[C:7](=[O:8])[N:2]([CH3:1])[C:3]([S:9][CH3:10])=[N:4][CH:5]=1, predict the reactants needed to synthesize it. The reactants are: [CH3:1][N:2]1[C:7](=[O:8])[CH:6]=[CH:5][N:4]=[C:3]1[S:9][CH3:10].[Br:11]Br. (2) Given the product [CH3:1][N:2]([CH3:7])[CH:3]1[CH2:6][N:5]([C:15]([O:16][C:17]([CH3:20])([CH3:19])[CH3:18])=[O:21])[CH2:4]1, predict the reactants needed to synthesize it. The reactants are: [CH3:1][N:2]([CH3:7])[CH:3]1[CH2:6][NH:5][CH2:4]1.C(N(CC)CC)C.[C:15](=O)([O:21]C(OC(C)(C)C)=O)[O:16][C:17]([CH3:20])([CH3:19])[CH3:18]. (3) Given the product [NH2:4][C:3]1[CH:5]=[C:6]([F:12])[C:7]([N+:9]([O-:11])=[O:10])=[CH:8][C:2]=1[C:21]#[C:20][C:19]([CH3:22])([CH3:23])[C:18]([O:17][CH2:15][C:14]1[CH:25]=[CH:26][CH:29]=[CH:28][CH:27]=1)=[O:24], predict the reactants needed to synthesize it. The reactants are: Br[C:2]1[CH:8]=[C:7]([N+:9]([O-:11])=[O:10])[C:6]([F:12])=[CH:5][C:3]=1[NH2:4].C[C:14]([CH3:27])([C:25]#[CH:26])[C:15]([O:17][C:18](=[O:24])[C:19]([CH3:23])([CH3:22])[C:20]#[CH:21])=O.[CH3:28][CH2:29]N(CC)CC. (4) Given the product [CH2:24]([N:16]1[CH2:15][CH:14]([C:11]2[CH:12]=[CH:13][C:8]([NH2:7])=[C:9]([N:32]3[CH2:33][CH2:34][CH:29]([CH3:28])[CH2:30][CH2:31]3)[CH:10]=2)[CH2:19][N:18]([CH2:20][CH3:21])[S:17]1(=[O:23])=[O:22])[CH3:25], predict the reactants needed to synthesize it. The reactants are: C(OC(=O)[NH:7][C:8]1[CH:13]=[CH:12][C:11]([CH:14]2[CH2:19][N:18]([CH2:20][CH3:21])[S:17](=[O:23])(=[O:22])[N:16]([CH2:24][CH3:25])[CH2:15]2)=[CH:10][C:9]=1Br)(C)(C)C.[CH3:28][CH:29]1[CH2:34][CH2:33][NH:32][CH2:31][CH2:30]1. (5) Given the product [CH2:20]([O:19][CH2:18][CH2:17][CH2:16][N:1]1[C:9]2[C:4](=[CH:5][CH:6]=[CH:7][CH:8]=2)[C:3]([C:10]([O:12][CH2:13][CH3:14])=[O:11])=[N:2]1)[C:21]1[CH:26]=[CH:25][CH:24]=[CH:23][CH:22]=1, predict the reactants needed to synthesize it. The reactants are: [NH:1]1[C:9]2[C:4](=[CH:5][CH:6]=[CH:7][CH:8]=2)[C:3]([C:10]([O:12][CH2:13][CH3:14])=[O:11])=[N:2]1.Br[CH2:16][CH2:17][CH2:18][O:19][CH2:20][C:21]1[CH:26]=[CH:25][CH:24]=[CH:23][CH:22]=1. (6) Given the product [Cl:24][C:23]1[CH:22]=[CH:21][C:20]([C@@H:25]([CH3:34])[CH2:26][C:27]([O:29][C:30]([CH3:33])([CH3:31])[CH3:32])=[O:28])=[CH:19][C:18]=1[NH:17][C:15](=[O:16])[C@H:8]([CH:9]([C:11]([F:14])([F:13])[F:12])[CH3:10])[NH2:7], predict the reactants needed to synthesize it. The reactants are: C(OC([NH:7][C@H:8]([C:15]([NH:17][C:18]1[CH:19]=[C:20]([C@@H:25]([CH3:34])[CH2:26][C:27]([O:29][C:30]([CH3:33])([CH3:32])[CH3:31])=[O:28])[CH:21]=[CH:22][C:23]=1[Cl:24])=[O:16])[CH:9]([C:11]([F:14])([F:13])[F:12])[CH3:10])=O)C=C.CC1(C)CC(=O)CC(=O)C1. (7) Given the product [O:19]1[C:20]2[C:12]([C:2]([CH3:11])([CH3:1])[CH2:3][C:4]([CH2:6][NH:37][C:32]3[CH:33]=[CH:34][CH:35]=[C:36]4[C:31]=3[CH:30]=[N:29][N:28]4[C:25]3[CH:26]=[CH:27][C:22]([F:21])=[CH:23][CH:24]=3)([OH:5])[C:7]([F:8])([F:10])[F:9])=[CH:13][CH:14]=[CH:15][C:16]=2[CH2:17][CH2:18]1, predict the reactants needed to synthesize it. The reactants are: [CH3:1][C:2]([C:12]1[C:20]2[O:19][CH2:18][CH2:17][C:16]=2[CH:15]=[CH:14][CH:13]=1)([CH3:11])[CH2:3][C:4]1([C:7]([F:10])([F:9])[F:8])[CH2:6][O:5]1.[F:21][C:22]1[CH:27]=[CH:26][C:25]([N:28]2[C:36]3[CH:35]=[CH:34][CH:33]=[C:32]([NH2:37])[C:31]=3[CH:30]=[N:29]2)=[CH:24][CH:23]=1.